From a dataset of Full USPTO retrosynthesis dataset with 1.9M reactions from patents (1976-2016). Predict the reactants needed to synthesize the given product. (1) The reactants are: [NH2:1][C:2]1[CH:7]=[CH:6][C:5]([S:8]([NH2:11])(=[O:10])=[O:9])=[CH:4][C:3]=1[SH:12].[C:13](#N)[CH2:14][C:15]#[N:16].Cl. Given the product [C:15]([CH2:14][C:13]1[S:12][C:3]2[CH:4]=[C:5]([S:8]([NH2:11])(=[O:9])=[O:10])[CH:6]=[CH:7][C:2]=2[N:1]=1)#[N:16], predict the reactants needed to synthesize it. (2) Given the product [CH2:15]([O:22][CH2:23][CH2:24][CH:25]([OH:29])[CH2:26][N:27]1[C:8]([C:5]2[CH:6]=[CH:7][C:2]([F:1])=[CH:3][CH:4]=2)=[CH:9][C:10]([CH3:11])=[N:28]1)[C:16]1[CH:21]=[CH:20][CH:19]=[CH:18][CH:17]=1, predict the reactants needed to synthesize it. The reactants are: [F:1][C:2]1[CH:7]=[CH:6][C:5]([C:8](=O)[CH2:9][C:10](=O)[CH3:11])=[CH:4][CH:3]=1.Cl.[CH2:15]([O:22][CH2:23][CH2:24][CH:25]([OH:29])[CH2:26][NH:27][NH2:28])[C:16]1[CH:21]=[CH:20][CH:19]=[CH:18][CH:17]=1. (3) Given the product [C:1]([O:22][CH3:23])(=[O:21])[CH2:2][CH2:3][CH2:4][CH2:5][CH2:6][CH2:7][CH2:8][CH:9]=[CH2:10], predict the reactants needed to synthesize it. The reactants are: [C:1]([O:22][CH3:23])(=[O:21])[CH2:2][CH2:3][CH2:4][CH2:5][CH2:6][CH2:7][CH2:8][CH:9]=[CH:10]CCCCCCCC([O-])=O.C(C1C=CC=CC=1)(=O)C1C=CC=CC=1.[Na].C=C. (4) Given the product [C:3]1([CH3:2])[C:4]([S:37]([OH:40])(=[O:39])=[O:38])=[CH:26][CH:27]=[CH:28][CH:29]=1.[C:47]1([CH3:2])[C:41]([S:37]([OH:40])(=[O:38])=[O:39])=[CH:42][CH:43]=[CH:44][CH:46]=1.[F:35][C:2]([F:1])([F:34])[C:3]1[CH:29]=[C:28]([C:30]([F:32])([F:33])[F:31])[CH:27]=[CH:26][C:4]=1[CH2:5][N:6]1[CH2:7][CH2:8][CH:9](/[CH:12]=[C:13]2/[C:14]([NH:19][CH2:20][CH2:21][O:22][CH2:23][CH2:24][OH:25])=[N:15][C:16](=[O:18])[S:17]/2)[CH2:10][CH2:11]1, predict the reactants needed to synthesize it. The reactants are: [F:1][C:2]([F:35])([F:34])[C:3]1[CH:29]=[C:28]([C:30]([F:33])([F:32])[F:31])[CH:27]=[CH:26][C:4]=1[CH2:5][N:6]1[CH2:11][CH2:10][CH:9](/[CH:12]=[C:13]2/[C:14]([NH:19][CH2:20][CH2:21][O:22][CH2:23][CH2:24][OH:25])=[N:15][C:16](=[O:18])[S:17]/2)[CH2:8][CH2:7]1.O.[S:37]([C:41]1[CH:47]=[CH:46][C:44](C)=[CH:43][CH:42]=1)([OH:40])(=[O:39])=[O:38].